This data is from Forward reaction prediction with 1.9M reactions from USPTO patents (1976-2016). The task is: Predict the product of the given reaction. (1) Given the reactants C(O[C:6]([N:8]1[CH2:13][CH2:12][CH:11]([O:14][C:15]2[CH:20]=[CH:19][C:18]([N+:21]([O-:23])=[O:22])=[CH:17][C:16]=2[Cl:24])[CH2:10][CH2:9]1)=O)(C)(C)C.C=O.C(=O)([O-])[O-].[K+].[K+], predict the reaction product. The product is: [Cl:24][C:16]1[CH:17]=[C:18]([N+:21]([O-:23])=[O:22])[CH:19]=[CH:20][C:15]=1[O:14][CH:11]1[CH2:12][CH2:13][N:8]([CH3:6])[CH2:9][CH2:10]1. (2) Given the reactants [NH:1]1[CH2:4][CH:3]([C:5]2[NH:9][N:8]=[C:7]([C:10]3[CH:15]=[CH:14][CH:13]=[C:12]([CH3:16])[N:11]=3)[N:6]=2)[CH2:2]1.[CH3:17][C:18]1[N:19]=[C:20]2[N:25]=[C:24]([C:26]3[CH:33]=[CH:32][C:29]([CH:30]=O)=[CH:28][CH:27]=3)[C:23]([C:34]3[CH:39]=[CH:38][CH:37]=[CH:36][CH:35]=3)=[C:22]([NH:40][CH3:41])[N:21]2[CH:42]=1, predict the reaction product. The product is: [CH3:41][NH:40][C:22]1[N:21]2[CH:42]=[C:18]([CH3:17])[N:19]=[C:20]2[N:25]=[C:24]([C:26]2[CH:33]=[CH:32][C:29]([CH2:30][N:1]3[CH2:4][CH:3]([C:5]4[N:6]=[C:7]([C:10]5[CH:15]=[CH:14][CH:13]=[C:12]([CH3:16])[N:11]=5)[NH:8][N:9]=4)[CH2:2]3)=[CH:28][CH:27]=2)[C:23]=1[C:34]1[CH:39]=[CH:38][CH:37]=[CH:36][CH:35]=1.